This data is from Catalyst prediction with 721,799 reactions and 888 catalyst types from USPTO. The task is: Predict which catalyst facilitates the given reaction. (1) Reactant: [CH3:1][S:2][CH2:3][C@@H:4]1[N:9]2[C:10]3[C:19]4[C:14](=[CH:15][CH:16]=[CH:17][CH:18]=4)[N:13]=[C:12]([NH2:20])[C:11]=3[N:21]=[C:8]2[CH2:7][O:6][CH2:5]1.C1C=C(Cl)C=C(C(OO)=[O:30])C=1.C([O-])([O-])=O.[Na+].[Na+].[OH2:39]. Product: [CH3:1][S:2]([CH2:3][C@@H:4]1[N:9]2[C:10]3[C:19]4[C:14](=[CH:15][CH:16]=[CH:17][CH:18]=4)[N:13]=[C:12]([NH2:20])[C:11]=3[N:21]=[C:8]2[CH2:7][O:6][CH2:5]1)(=[O:30])=[O:39]. The catalyst class is: 22. (2) Reactant: [NH2:1][C:2]1[CH:10]=[C:9]([N+:11]([O-:13])=[O:12])[CH:8]=[CH:7][C:3]=1[C:4](O)=[O:5].B.C1COCC1.O.Cl. Product: [NH2:1][C:2]1[CH:10]=[C:9]([N+:11]([O-:13])=[O:12])[CH:8]=[CH:7][C:3]=1[CH2:4][OH:5]. The catalyst class is: 1. (3) Product: [CH3:31][O:30][C:27]1[CH:28]=[CH:29][C:22]2[NH:21][C:20](=[O:32])[N:19]([CH:16]3[CH2:15][CH2:14][N:13]([C:9]4[N:10]=[CH:11][N:12]=[C:7]([O:6][C:5]5[CH:33]=[CH:34][C:2]([NH:1][C:37](=[O:38])[CH3:36])=[C:3]([CH3:35])[CH:4]=5)[CH:8]=4)[CH2:18][CH2:17]3)[CH2:25][CH2:24][C:23]=2[CH:26]=1. The catalyst class is: 3. Reactant: [NH2:1][C:2]1[CH:34]=[CH:33][C:5]([O:6][C:7]2[N:12]=[CH:11][N:10]=[C:9]([N:13]3[CH2:18][CH2:17][CH:16]([N:19]4[CH2:25][CH2:24][C:23]5[CH:26]=[C:27]([O:30][CH3:31])[CH:28]=[CH:29][C:22]=5[NH:21][C:20]4=[O:32])[CH2:15][CH2:14]3)[CH:8]=2)=[CH:4][C:3]=1[CH3:35].[CH3:36][C:37](O)=[O:38].CN(C(ON1N=NC2C=CC=CC1=2)=[N+](C)C)C.[B-](F)(F)(F)F.O. (4) Reactant: C1(P(C2C=CC=CC=2)C2C=CC=CC=2)C=CC=CC=1.BrN1C(=O)CCC1=O.[CH:28]1([CH2:33][CH:34]([C:38]2[CH:43]=[CH:42][C:41]([N:44]3[C:48]([CH3:49])=[N:47][N:46]=[N:45]3)=[C:40]([F:50])[CH:39]=2)[C:35](O)=[O:36])[CH2:32][CH2:31][CH2:30][CH2:29]1.[NH2:51][C:52]1[CH:57]=[CH:56][C:55]([Br:58])=[CH:54][N:53]=1. Product: [Br:58][C:55]1[CH:56]=[CH:57][C:52]([NH:51][C:35](=[O:36])[CH:34]([C:38]2[CH:43]=[CH:42][C:41]([N:44]3[C:48]([CH3:49])=[N:47][N:46]=[N:45]3)=[C:40]([F:50])[CH:39]=2)[CH2:33][CH:28]2[CH2:29][CH2:30][CH2:31][CH2:32]2)=[N:53][CH:54]=1. The catalyst class is: 2. (5) Reactant: [NH2:1][C:2]1[CH:3]=[C:4]2[C:9](=[CH:10][CH:11]=1)[N:8]=[CH:7][C:6]([C:12]#[N:13])=[C:5]2[NH:14][C:15]1[CH:20]=[CH:19][C:18]([F:21])=[C:17]([Cl:22])[CH:16]=1.[CH:23]([C:25]1[N:26]([CH3:39])[C:27]2[C:32]([CH:33]=1)=[CH:31][CH:30]=[C:29]([C:34]([N:36]([CH3:38])[CH3:37])=[O:35])[CH:28]=2)=O.[BH3-]C#N.[Na+]. Product: [Cl:22][C:17]1[CH:16]=[C:15]([NH:14][C:5]2[C:4]3[C:9](=[CH:10][CH:11]=[C:2]([NH:1][CH2:23][C:25]4[N:26]([CH3:39])[C:27]5[C:32]([CH:33]=4)=[CH:31][CH:30]=[C:29]([C:34]([N:36]([CH3:38])[CH3:37])=[O:35])[CH:28]=5)[CH:3]=3)[N:8]=[CH:7][C:6]=2[C:12]#[N:13])[CH:20]=[CH:19][C:18]=1[F:21]. The catalyst class is: 14.